From a dataset of Peptide-MHC class I binding affinity with 185,985 pairs from IEDB/IMGT. Regression. Given a peptide amino acid sequence and an MHC pseudo amino acid sequence, predict their binding affinity value. This is MHC class I binding data. (1) The peptide sequence is PLRPMTYR. The MHC is HLA-A32:01 with pseudo-sequence HLA-A32:01. The binding affinity (normalized) is 0. (2) The peptide sequence is ITAKETLYR. The MHC is HLA-A31:01 with pseudo-sequence HLA-A31:01. The binding affinity (normalized) is 0.514. (3) The peptide sequence is GIYCTVPFI. The MHC is HLA-A02:16 with pseudo-sequence HLA-A02:16. The binding affinity (normalized) is 0.703. (4) The peptide sequence is VYSFDESSF. The MHC is HLA-B15:17 with pseudo-sequence HLA-B15:17. The binding affinity (normalized) is 0.293. (5) The peptide sequence is CLGGLLTMV. The MHC is HLA-A03:01 with pseudo-sequence HLA-A03:01. The binding affinity (normalized) is 0.0361. (6) The peptide sequence is SYGNANVSF. The MHC is HLA-B44:02 with pseudo-sequence HLA-B44:02. The binding affinity (normalized) is 0.0847.